From a dataset of Full USPTO retrosynthesis dataset with 1.9M reactions from patents (1976-2016). Predict the reactants needed to synthesize the given product. (1) The reactants are: [CH:1]1([C:5]([C:7]2[CH:12]=[CH:11][C:10]([O:13][CH3:14])=[CH:9][CH:8]=2)=O)[CH2:4][CH2:3][CH2:2]1.O.NN.C([O-])([O-])=O.[K+].[K+]. Given the product [CH:1]1([CH2:5][C:7]2[CH:8]=[CH:9][C:10]([O:13][CH3:14])=[CH:11][CH:12]=2)[CH2:2][CH2:3][CH2:4]1, predict the reactants needed to synthesize it. (2) Given the product [CH3:8][C:2]([S:9]([C:10]1[CH:15]=[CH:14][CH:13]=[C:12]([C:16]([F:17])([F:19])[F:18])[CH:11]=1)(=[O:28])=[O:26])([CH3:1])[C:3]([O:5][CH2:6][CH3:7])=[O:4], predict the reactants needed to synthesize it. The reactants are: [CH3:1][C:2]([S:9][C:10]1[CH:15]=[CH:14][CH:13]=[C:12]([C:16]([F:19])([F:18])[F:17])[CH:11]=1)([CH3:8])[C:3]([O:5][CH2:6][CH3:7])=[O:4].OOS([O-])=O.[K+].[OH2:26].C[OH:28]. (3) Given the product [CH3:1][O:3][C:4]([C:6]1[CH:7]=[N:8][C:9]2[C:14]([C:15]=1[O:19][CH3:18])=[CH:13][C:12]([I:17])=[CH:11][CH:10]=2)=[O:5], predict the reactants needed to synthesize it. The reactants are: [CH2:1]([O:3][C:4]([C:6]1[CH:7]=[N:8][C:9]2[C:14]([C:15]=1Cl)=[CH:13][C:12]([I:17])=[CH:11][CH:10]=2)=[O:5])C.[CH3:18][O-:19].[Na+].